Dataset: Reaction yield outcomes from USPTO patents with 853,638 reactions. Task: Predict the reaction yield, written as a fraction of the theoretical maximum amount of product (1.0 means a 100% yield; for example, 0.34 means a 34% yield). (1) The catalyst is C1C=CC([P]([Pd]([P](C2C=CC=CC=2)(C2C=CC=CC=2)C2C=CC=CC=2)([P](C2C=CC=CC=2)(C2C=CC=CC=2)C2C=CC=CC=2)[P](C2C=CC=CC=2)(C2C=CC=CC=2)C2C=CC=CC=2)(C2C=CC=CC=2)C2C=CC=CC=2)=CC=1. The product is [CH:3]1[C:4]2[C:9](=[CH:8][CH:7]=[C:6]([C:21]3[CH:22]=[C:17]([CH:18]=[CH:19][CH:20]=3)[C:15]([O:14][CH3:13])=[O:16])[CH:5]=2)[CH:10]=[CH:11][C:2]=1[C:21]1[CH:22]=[C:17]([CH:18]=[CH:19][CH:20]=1)[C:15]([O:14][CH3:13])=[O:16]. The yield is 0.720. The reactants are Br[C:2]1[CH:11]=[CH:10][C:9]2[C:4](=[CH:5][C:6](Br)=[CH:7][CH:8]=2)[CH:3]=1.[CH3:13][O:14][C:15]([C:17]1[CH:18]=[C:19](B(O)O)[CH:20]=[CH:21][CH:22]=1)=[O:16].[F-].[Cs+]. (2) The reactants are [Cl:1][C:2]1[CH:3]=[CH:4][C:5]([NH:8][C:9]([C:11]2[CH:16]=[CH:15][CH:14]=[CH:13][C:12]=2[NH:17][C:18]([C:20]2[CH:25]=[CH:24][C:23]([C:26]3[CH:31]=[CH:30][CH:29]=[CH:28][C:27]=3[C:32]#[N:33])=[CH:22][CH:21]=2)=[O:19])=[O:10])=[N:6][CH:7]=1.[BH4-].[Na+]. The catalyst is CN(C=O)C.[Co](Cl)Cl. The product is [NH2:33][CH2:32][C:27]1[CH:28]=[CH:29][CH:30]=[CH:31][C:26]=1[C:23]1[CH:22]=[CH:21][C:20]([C:18]([NH:17][C:12]2[CH:13]=[CH:14][CH:15]=[CH:16][C:11]=2[C:9](=[O:10])[NH:8][C:5]2[CH:4]=[CH:3][C:2]([Cl:1])=[CH:7][N:6]=2)=[O:19])=[CH:25][CH:24]=1. The yield is 0.430. (3) The reactants are [Cl-].O[NH3+:3].[C:4](=[O:7])([O-])[OH:5].[Na+].CS(C)=O.[O:13]1[C:17]2([CH2:22][CH2:21][CH:20]([N:23]3[C:28](=[O:29])[C:27]([CH2:30][C:31]4[CH:36]=[CH:35][C:34]([C:37]5[C:38]([C:43]#[N:44])=[CH:39][CH:40]=[CH:41][CH:42]=5)=[CH:33][C:32]=4[F:45])=[C:26]([CH2:46][CH2:47][CH3:48])[N:25]4[N:49]=[C:50]([CH3:52])[N:51]=[C:24]34)[CH2:19][CH2:18]2)[O:16][CH2:15][CH2:14]1. The catalyst is C(OCC)(=O)C. The product is [O:16]1[C:17]2([CH2:22][CH2:21][CH:20]([N:23]3[C:28](=[O:29])[C:27]([CH2:30][C:31]4[CH:36]=[CH:35][C:34]([C:37]5[CH:42]=[CH:41][CH:40]=[CH:39][C:38]=5[C:43]5[NH:3][C:4](=[O:7])[O:5][N:44]=5)=[CH:33][C:32]=4[F:45])=[C:26]([CH2:46][CH2:47][CH3:48])[N:25]4[N:49]=[C:50]([CH3:52])[N:51]=[C:24]34)[CH2:19][CH2:18]2)[O:13][CH2:14][CH2:15]1. The yield is 0.750. (4) The reactants are C([C:3]1[C:21]([C:22]([OH:24])=[O:23])=[C:6]2[N:7]=[C:8]([C:14]3[CH:19]=[CH:18][C:17]([Cl:20])=[CH:16][CH:15]=3)[CH:9]=[C:10]([CH:11]3[CH2:13][CH2:12]3)[N:5]2[N:4]=1)C.[OH-].[Na+]. The product is [Cl:20][C:17]1[CH:18]=[CH:19][C:14]([C:8]2[CH:9]=[C:10]([CH:11]3[CH2:13][CH2:12]3)[N:5]3[N:4]=[CH:3][C:21]([C:22]([OH:24])=[O:23])=[C:6]3[N:7]=2)=[CH:15][CH:16]=1. The catalyst is CO.O. The yield is 0.860. (5) The reactants are [C:1](Cl)(=[O:3])[CH3:2].[CH:5]1([N:10]2[C:18]3[C:13](=[CH:14][CH:15]=[C:16]([C:19]4[N:23]([CH:24]5[CH2:29][CH2:28][NH:27][CH2:26][CH2:25]5)[N:22]=[CH:21][CH:20]=4)[CH:17]=3)[C:12]([CH2:30][CH3:31])=[N:11]2)[CH2:9][CH2:8][CH2:7][CH2:6]1.C(N(CC)CC)C. The catalyst is C(Cl)Cl. The product is [C:1]([N:27]1[CH2:28][CH2:29][CH:24]([N:23]2[C:19]([C:16]3[CH:17]=[C:18]4[C:13]([C:12]([CH2:30][CH3:31])=[N:11][N:10]4[CH:5]4[CH2:9][CH2:8][CH2:7][CH2:6]4)=[CH:14][CH:15]=3)=[CH:20][CH:21]=[N:22]2)[CH2:25][CH2:26]1)(=[O:3])[CH3:2]. The yield is 0.810. (6) The reactants are [Si:1]([O:8]S(C(F)(F)F)(=O)=O)([C:4]([CH3:7])([CH3:6])[CH3:5])([CH3:3])[CH3:2].O[C@@H:17]1[N:23]([C:24]([O:26][CH2:27][C:28]2[CH:33]=[CH:32][C:31]([NH:34][NH:35][CH:36]([CH3:52])[C:37]([NH:39][CH:40]([CH:49]([CH3:51])[CH3:50])[C:41](=[O:48])[C:42]([O:44][CH2:45][CH:46]=[CH2:47])=[O:43])=[O:38])=[CH:30][CH:29]=2)=[O:25])[C:22]2[CH:53]=[C:54]([O:59][Si:60]([CH:67]([CH3:69])[CH3:68])([CH:64]([CH3:66])[CH3:65])[CH:61]([CH3:63])[CH3:62])[C:55]([O:57][CH3:58])=[CH:56][C:21]=2[C:20](=[O:70])[N:19]2[CH:71]=[C:72]([CH3:74])[CH2:73][C@@H:18]12.N1C(C)=CC=CC=1C. The catalyst is ClCCl. The product is [Si:1]([O:8][C@@H:17]1[N:23]([C:24]([O:26][CH2:27][C:28]2[CH:29]=[CH:30][C:31]([NH:34][NH:35][CH:36]([CH3:52])[C:37]([NH:39][CH:40]([CH:49]([CH3:51])[CH3:50])[C:41](=[O:48])[C:42]([O:44][CH2:45][CH:46]=[CH2:47])=[O:43])=[O:38])=[CH:32][CH:33]=2)=[O:25])[C:22]2[CH:53]=[C:54]([O:59][Si:60]([CH:64]([CH3:66])[CH3:65])([CH:67]([CH3:68])[CH3:69])[CH:61]([CH3:62])[CH3:63])[C:55]([O:57][CH3:58])=[CH:56][C:21]=2[C:20](=[O:70])[N:19]2[CH:71]=[C:72]([CH3:74])[CH2:73][C@@H:18]12)([C:4]([CH3:7])([CH3:6])[CH3:5])([CH3:3])[CH3:2]. The yield is 0.650. (7) The reactants are Br[C:2]1[CH:3]=[C:4]([C:16](=[O:18])[CH3:17])[CH:5]=[CH:6][C:7]=1[O:8][CH2:9][C:10]1[CH:15]=[N:14][CH:13]=[CH:12][N:11]=1.CC1(C)C(C)(C)OB([C:27]2[CH:44]=[CH:43][C:30]3[CH2:31][CH2:32][N:33]([C:36]([O:38][C:39]([CH3:42])([CH3:41])[CH3:40])=[O:37])[CH2:34][CH2:35][C:29]=3[CH:28]=2)O1.C(=O)([O-])[O-].[Na+].[Na+]. The catalyst is COCCOC. The product is [C:16]([C:4]1[CH:5]=[CH:6][C:7]([O:8][CH2:9][C:10]2[CH:15]=[N:14][CH:13]=[CH:12][N:11]=2)=[C:2]([C:27]2[CH:44]=[CH:43][C:30]3[CH2:31][CH2:32][N:33]([C:36]([O:38][C:39]([CH3:40])([CH3:41])[CH3:42])=[O:37])[CH2:34][CH2:35][C:29]=3[CH:28]=2)[CH:3]=1)(=[O:18])[CH3:17]. The yield is 0.300. (8) The reactants are [N:1]1[CH:6]=[CH:5][CH:4]=[C:3]([CH2:7][NH:8][C:9]2[CH:17]=[CH:16][CH:15]=[C:11]([C:12]([OH:14])=O)[C:10]=2[C:18]([OH:20])=O)[CH:2]=1.[O:21]=[C:22]1[CH:27]([N:28]2C(=O)C3C(=CC=CC=3NCCOC)C2=O)[CH2:26][CH2:25][C:24](=[O:44])[NH:23]1. The catalyst is CO.C(OCC)(=O)C. The product is [O:21]=[C:22]1[CH:27]([N:28]2[C:18](=[O:20])[C:10]3[C:11](=[CH:15][CH:16]=[CH:17][C:9]=3[NH:8][CH2:7][C:3]3[CH:2]=[N:1][CH:6]=[CH:5][CH:4]=3)[C:12]2=[O:14])[CH2:26][CH2:25][C:24](=[O:44])[NH:23]1. The yield is 0.460. (9) The reactants are [OH:1][C:2]1[NH:6][N:5]=[C:4]([C:7]([O:9][CH2:10][CH3:11])=[O:8])[CH:3]=1.C(=O)([O-])[O-].[K+].[K+].Br[CH:19]1[C:24](=[O:25])[CH2:23][CH2:22][O:21][CH2:20]1. The catalyst is C(#N)C. The product is [CH2:10]([O:9][C:7]([C:4]1[CH:3]=[C:2]([O:1][CH:19]2[C:24](=[O:25])[CH2:23][CH2:22][O:21][CH2:20]2)[NH:6][N:5]=1)=[O:8])[CH3:11]. The yield is 0.780. (10) The reactants are CO[CH:3](OC)[CH2:4][CH:5](OC)OC.[Cl:12][C:13]1[CH:22]=[C:21]([CH3:23])[C:20]([NH:24][NH2:25])=[CH:19][C:14]=1[C:15]([O:17][CH3:18])=[O:16]. The catalyst is C(O)C. The product is [Cl:12][C:13]1[CH:22]=[C:21]([CH3:23])[C:20]([N:24]2[CH:5]=[CH:4][CH:3]=[N:25]2)=[CH:19][C:14]=1[C:15]([O:17][CH3:18])=[O:16]. The yield is 0.520.